Dataset: Peptide-MHC class II binding affinity with 134,281 pairs from IEDB. Task: Regression. Given a peptide amino acid sequence and an MHC pseudo amino acid sequence, predict their binding affinity value. This is MHC class II binding data. (1) The peptide sequence is FHKRDMRLLSLAVSS. The MHC is DRB1_0301 with pseudo-sequence DRB1_0301. The binding affinity (normalized) is 0.750. (2) The peptide sequence is WDDLRSLCLFSYHRLR. The MHC is HLA-DPA10103-DPB10301 with pseudo-sequence HLA-DPA10103-DPB10301. The binding affinity (normalized) is 0.184. (3) The peptide sequence is ASNPNYLAILVKYVD. The MHC is DRB1_0101 with pseudo-sequence DRB1_0101. The binding affinity (normalized) is 0.576.